Predict the product of the given reaction. From a dataset of Forward reaction prediction with 1.9M reactions from USPTO patents (1976-2016). (1) Given the reactants [Cl:1][CH2:2][CH2:3][CH2:4][O:5][C:6]1[CH:7]=[C:8]([CH:13]=[CH:14][C:15]=1[O:16][CH3:17])[C:9]([O:11][CH3:12])=[O:10].[N+:18]([O-])([OH:20])=[O:19], predict the reaction product. The product is: [Cl:1][CH2:2][CH2:3][CH2:4][O:5][C:6]1[C:15]([O:16][CH3:17])=[CH:14][C:13]([N+:18]([O-:20])=[O:19])=[C:8]([CH:7]=1)[C:9]([O:11][CH3:12])=[O:10]. (2) Given the reactants Cl[C:2]1[C:7]2[CH:8]=[C:9]([S:11]([O-:13])=[O:12])[S:10][C:6]=2[CH:5]=[CH:4][N:3]=1.[Li+].[Br:15][C:16]1[CH:17]=[C:18]([CH:21]=[CH:22][CH:23]=1)[CH2:19]Br.[C:24]([O:28][C:29]([N:31]1[CH2:36][CH2:35][NH:34][CH2:33][CH2:32]1)=[O:30])([CH3:27])([CH3:26])[CH3:25], predict the reaction product. The product is: [C:24]([O:28][C:29]([N:31]1[CH2:36][CH2:35][N:34]([C:2]2[C:7]3[CH:8]=[C:9]([S:11]([CH2:19][C:18]4[CH:21]=[CH:22][CH:23]=[C:16]([Br:15])[CH:17]=4)(=[O:13])=[O:12])[S:10][C:6]=3[CH:5]=[CH:4][N:3]=2)[CH2:33][CH2:32]1)=[O:30])([CH3:27])([CH3:25])[CH3:26]. (3) Given the reactants [CH:1]([C:4]1[NH:5][CH:6]=[CH:7][N:8]=1)([CH3:3])[CH3:2].[H-].[Na+].[CH3:11][N:12]([CH3:17])[S:13](Cl)(=[O:15])=[O:14].[NH4+].[Cl-], predict the reaction product. The product is: [CH:1]([C:4]1[N:5]([S:13]([N:12]([CH3:17])[CH3:11])(=[O:15])=[O:14])[CH:6]=[CH:7][N:8]=1)([CH3:3])[CH3:2]. (4) Given the reactants [CH2:1]([O:3][C:4]([C:6]1[N:7]([CH3:21])[C:8](Br)=[C:9]([C:18]#[N:19])[C:10]=1[C:11]1[CH:16]=[CH:15][C:14]([Br:17])=[CH:13][CH:12]=1)=[O:5])[CH3:2].[C-:22]#[N:23].[K+].O.C(Cl)Cl, predict the reaction product. The product is: [CH2:1]([O:3][C:4]([C:6]1[N:7]([CH3:21])[C:8]([C:22]#[N:23])=[C:9]([C:18]#[N:19])[C:10]=1[C:11]1[CH:16]=[CH:15][C:14]([Br:17])=[CH:13][CH:12]=1)=[O:5])[CH3:2]. (5) Given the reactants [CH2:1]([N:8]1[CH2:13][CH2:12][C:11]([C:15]2[CH:20]=[CH:19][CH:18]=[CH:17][C:16]=2[CH:21](O)[CH3:22])([OH:14])[CH2:10][CH2:9]1)[C:2]1[CH:7]=[CH:6][CH:5]=[CH:4][CH:3]=1.C(N(CC)CC)C.CS(Cl)(=O)=O, predict the reaction product. The product is: [CH2:1]([N:8]1[CH2:9][CH2:10][C:11]2([C:15]3[CH:20]=[CH:19][CH:18]=[CH:17][C:16]=3[CH:21]([CH3:22])[O:14]2)[CH2:12][CH2:13]1)[C:2]1[CH:7]=[CH:6][CH:5]=[CH:4][CH:3]=1. (6) Given the reactants [C:1](Cl)(=O)[C:2]([Cl:4])=[O:3].ClCC1[N:10]=[C:11]([C:14]2C=CC(C(O)=O)=CC=2)[S:12][CH:13]=1.CN(C=O)C.C(Cl)[Cl:29], predict the reaction product. The product is: [Cl:29][CH2:14][C:11]1[S:12][CH:13]=[C:1]([C:2]([Cl:4])=[O:3])[N:10]=1. (7) Given the reactants C([O:8][N:9]([CH2:12][C:13]1([C:18]([NH:20][NH:21][C:22]2[N:27]=[C:26]([C:28]([F:31])([F:30])[F:29])[CH:25]=[CH:24][N:23]=2)=[O:19])[CH2:17][CH2:16][CH2:15][CH2:14]1)[CH:10]=[O:11])C1C=CC=CC=1, predict the reaction product. The product is: [OH:8][N:9]([CH2:12][C:13]1([C:18]([NH:20][NH:21][C:22]2[N:27]=[C:26]([C:28]([F:31])([F:29])[F:30])[CH:25]=[CH:24][N:23]=2)=[O:19])[CH2:17][CH2:16][CH2:15][CH2:14]1)[CH:10]=[O:11]. (8) Given the reactants [Cl:1][C:2]1[CH:15]=[C:14]([Cl:16])[C:13]([O:17][C:18]2[N:22]([CH3:23])[N:21]=[C:20]([CH3:24])[C:19]=2[CH:25]=[O:26])=[CH:12][C:3]=1[O:4][CH:5]([CH3:11])[C:6]([O:8][CH2:9][CH3:10])=[O:7].[BH4-].[Na+], predict the reaction product. The product is: [Cl:1][C:2]1[CH:15]=[C:14]([Cl:16])[C:13]([O:17][C:18]2[N:22]([CH3:23])[N:21]=[C:20]([CH3:24])[C:19]=2[CH2:25][OH:26])=[CH:12][C:3]=1[O:4][CH:5]([CH3:11])[C:6]([O:8][CH2:9][CH3:10])=[O:7]. (9) Given the reactants [N+:1](/[CH:4]=[CH:5]/[C:6]1[NH:7][CH:8]=[CH:9][C:10]=1[C:11]1[CH:16]=[CH:15][C:14]([I:17])=[CH:13][CH:12]=1)([O-:3])=[O:2].[BH4-].[Na+].C(O)(=O)C.O, predict the reaction product. The product is: [N+:1]([CH2:4][CH2:5][C:6]1[NH:7][CH:8]=[CH:9][C:10]=1[C:11]1[CH:16]=[CH:15][C:14]([I:17])=[CH:13][CH:12]=1)([O-:3])=[O:2].